Dataset: Retrosynthesis with 50K atom-mapped reactions and 10 reaction types from USPTO. Task: Predict the reactants needed to synthesize the given product. (1) Given the product Cn1c(C(ON=C2CCNCC2)S(=O)(=O)c2ccc(OC(F)(F)F)cc2)cccc1=O, predict the reactants needed to synthesize it. The reactants are: CI.O=c1cccc(C(ON=C2CCNCC2)S(=O)(=O)c2ccc(OC(F)(F)F)cc2)[nH]1. (2) Given the product COc1cccc(SC(=S)N(C)C)c1O, predict the reactants needed to synthesize it. The reactants are: COCOc1c(OC)cccc1SC(=S)N(C)C. (3) The reactants are: CC(C)(C)OC(=O)NCCCNc1nccc(C(=O)NCC23CC4CC(CC(C4)C2)C3)c1Cl. Given the product NCCCNc1nccc(C(=O)NCC23CC4CC(CC(C4)C2)C3)c1Cl, predict the reactants needed to synthesize it. (4) Given the product CC(Cl)C(=O)N(CCO)CCO, predict the reactants needed to synthesize it. The reactants are: COC(=O)C(C)Cl.OCCNCCO. (5) Given the product O=C(O)C(=O)c1ccc(OCCCCOc2ccccc2)cc1, predict the reactants needed to synthesize it. The reactants are: COC(=O)C(=O)c1ccc(OCCCCOc2ccccc2)cc1.